This data is from Human liver microsome stability data. The task is: Regression/Classification. Given a drug SMILES string, predict its absorption, distribution, metabolism, or excretion properties. Task type varies by dataset: regression for continuous measurements (e.g., permeability, clearance, half-life) or binary classification for categorical outcomes (e.g., BBB penetration, CYP inhibition). Dataset: hlm. (1) The molecule is CNCc1ccccc1-c1ccc(N2CCc3c(C(N)=O)nn(-c4ccc(OC)cc4)c3C2=O)cc1. The result is 0 (unstable in human liver microsomes). (2) The molecule is CC(NCCCNc1ccnc2cc(Cl)ccc12)C12CC3CC(CC(C3)C1)C2. The result is 1 (stable in human liver microsomes). (3) The drug is CNC(=O)c1c(-c2ccc(F)cc2)oc2nc(NCC(F)(F)F)c(-c3cccc(C(=O)NC(C)(C)c4nc(C)no4)c3)cc12. The result is 1 (stable in human liver microsomes). (4) The molecule is C[C@H]1C[C@@H](c2ccncc2NC(=O)c2ccc(F)c(-c3c(F)cccc3F)n2)C[C@@H](N)[C@@H]1O. The result is 0 (unstable in human liver microsomes). (5) The compound is C1=CCN(C2CC2)Cc2cccc(c2)Nc2nccc(n2)-c2cccc(c2)OCC1. The result is 0 (unstable in human liver microsomes). (6) The drug is CC(C)CCn1nc(-c2cccs2)c(O)c(C2=NS(=O)(=O)c3cc(OCC#N)ccc3N2)c1=O. The result is 1 (stable in human liver microsomes).